Task: Predict the product of the given reaction.. Dataset: Forward reaction prediction with 1.9M reactions from USPTO patents (1976-2016) Given the reactants [F:1][C:2]([F:21])([F:20])[C:3]1[C:16]2[O:15][C:14]3[C:9](=[CH:10][CH:11]=[CH:12][CH:13]=3)[CH:8]([C:17](Cl)=[O:18])[C:7]=2[CH:6]=[CH:5][CH:4]=1.[CH2:22]([O:24][C:25](=[O:27])[NH2:26])[CH3:23], predict the reaction product. The product is: [CH2:22]([O:24][C:25](=[O:27])[NH:26][C:17]([CH:8]1[C:7]2[CH:6]=[CH:5][CH:4]=[C:3]([C:2]([F:21])([F:20])[F:1])[C:16]=2[O:15][C:14]2[C:9]1=[CH:10][CH:11]=[CH:12][CH:13]=2)=[O:18])[CH3:23].